The task is: Predict the reactants needed to synthesize the given product.. This data is from Full USPTO retrosynthesis dataset with 1.9M reactions from patents (1976-2016). (1) The reactants are: C([N:8]1[CH2:12][C@H:11]2[C:13]3[CH:14]=[CH:15][CH:16]=[C:17](Br)[C:18]=3[CH2:19][O:20][C@H:10]2[CH2:9]1)C1C=CC=CC=1.[CH2:22](B(O)O)[CH:23]([CH3:25])[CH3:24]. Given the product [CH2:22]([C:17]1[C:18]2[CH2:19][O:20][C@@H:10]3[C@H:11]([C:13]=2[CH:14]=[CH:15][CH:16]=1)[CH2:12][NH:8][CH2:9]3)[CH:23]([CH3:25])[CH3:24], predict the reactants needed to synthesize it. (2) Given the product [F:22][C:23]1[CH:24]=[C:25]([NH:29][C:30]2[NH:42][N:41]=[C:9]3[C:10]4[C:6]([CH2:7][C:8]=23)=[CH:5][C:4]([O:13][CH2:14][CH2:15][CH2:16][N:17]2[CH2:21][CH2:20][CH2:19][CH2:18]2)=[C:3]([O:2][CH3:1])[CH:11]=4)[CH:26]=[CH:27][CH:28]=1, predict the reactants needed to synthesize it. The reactants are: [CH3:1][O:2][C:3]1[CH:11]=[C:10]2[C:6]([CH2:7][CH2:8][C:9]2=O)=[CH:5][C:4]=1[O:13][CH2:14][CH2:15][CH2:16][N:17]1[CH2:21][CH2:20][CH2:19][CH2:18]1.[F:22][C:23]1[CH:24]=[C:25]([N:29]=[C:30]=S)[CH:26]=[CH:27][CH:28]=1.C[Si](C)(C)[Si](C)(C)C.[Li].[NH2:41][NH2:42].C(O)(=O)C.